Predict the reaction yield, written as a fraction of the theoretical maximum amount of product (1.0 means a 100% yield; for example, 0.34 means a 34% yield). From a dataset of Reaction yield outcomes from USPTO patents with 853,638 reactions. (1) The reactants are [CH2:1]([N:3]1[CH:7]=[C:6](B2OC(C)(C)C(C)(C)O2)[C:5]([C:17]2[CH:22]=[CH:21][C:20]([N+:23]([O-:25])=[O:24])=[CH:19][CH:18]=2)=[N:4]1)[CH3:2].Br[C:27]1[CH:32]=[CH:31][N:30]=[C:29]2[NH:33][CH:34]=[CH:35][C:28]=12.C(=O)([O-])[O-].[K+].[K+]. The catalyst is C1C=CC([P]([Pd]([P](C2C=CC=CC=2)(C2C=CC=CC=2)C2C=CC=CC=2)([P](C2C=CC=CC=2)(C2C=CC=CC=2)C2C=CC=CC=2)[P](C2C=CC=CC=2)(C2C=CC=CC=2)C2C=CC=CC=2)(C2C=CC=CC=2)C2C=CC=CC=2)=CC=1.O1CCOCC1. The product is [CH2:1]([N:3]1[CH:7]=[C:6]([C:27]2[CH:32]=[CH:31][N:30]=[C:29]3[NH:33][CH:34]=[CH:35][C:28]=23)[C:5]([C:17]2[CH:18]=[CH:19][C:20]([N+:23]([O-:25])=[O:24])=[CH:21][CH:22]=2)=[N:4]1)[CH3:2]. The yield is 0.800. (2) The reactants are CC1C=CC(S(O[CH2:12][C@@H:13]2[O:18][C:17]3[C:19]([O:23][CH2:24][CH3:25])=[CH:20][CH:21]=[CH:22][C:16]=3[O:15][CH2:14]2)(=O)=O)=CC=1.[F:26][C:27]1[CH:28]=[C:29]2[C:33](=[CH:34][CH:35]=1)[NH:32][CH:31]=[C:30]2[C@H:36]1[CH2:40][CH2:39][C@H:38]([NH2:41])[CH2:37]1. The product is [CH2:24]([O:23][C:19]1[C:17]2[O:18][C@@H:13]([CH2:12][NH:41][C@H:38]3[CH2:39][CH2:40][C@H:36]([C:30]4[C:29]5[C:33](=[CH:34][CH:35]=[C:27]([F:26])[CH:28]=5)[NH:32][CH:31]=4)[CH2:37]3)[CH2:14][O:15][C:16]=2[CH:22]=[CH:21][CH:20]=1)[CH3:25]. The yield is 0.640. No catalyst specified. (3) The reactants are [CH:1]1([C:4]([N:6]2[CH2:11][CH2:10][N:9]([C:12]([C:14]3[CH:21]=[CH:20][C:17](C=O)=[CH:16][CH:15]=3)=[O:13])[CH2:8][CH2:7]2)=[O:5])[CH2:3][CH2:2]1.[CH:22](=[N:29]/[C:30]1[CH:38]=[CH:37][CH:36]=C2C=1COC2=O)\[C:23]1[CH:28]=[CH:27][CH:26]=[CH:25][CH:24]=1.[CH3:40][O-:41].[Na+].[CH3:43]O.[C:45]([O:49][CH2:50]C)(=[O:48])[CH2:46][CH3:47]. No catalyst specified. The product is [CH:1]1([C:4]([N:6]2[CH2:7][CH2:8][N:9]([C:12]([C:14]3[CH:15]=[CH:16][C:17]([CH:43]4[C:40](=[O:41])[C:47]5[C:46]([C:45]([O:49][CH3:50])=[O:48])=[CH:36][CH:37]=[CH:38][C:30]=5[NH:29][CH:22]4[C:23]4[CH:24]=[CH:25][CH:26]=[CH:27][CH:28]=4)=[CH:20][CH:21]=3)=[O:13])[CH2:10][CH2:11]2)=[O:5])[CH2:3][CH2:2]1. The yield is 0.110. (4) The reactants are [CH3:1][O:2][C:3]1[CH:4]=[CH:5][C:6]2[O:11][CH2:10][CH2:9][NH:8][C:7]=2[CH:12]=1.[Cl:13][C:14]1[CH:19]=[C:18]([Cl:20])[CH:17]=[CH:16][C:15]=1I.C(=O)([O-])[O-].[Cs+].[Cs+].O. The catalyst is C1(C)C=CC=CC=1.C1C=CC(/C=C/C(/C=C/C2C=CC=CC=2)=O)=CC=1.C1C=CC(/C=C/C(/C=C/C2C=CC=CC=2)=O)=CC=1.C1C=CC(/C=C/C(/C=C/C2C=CC=CC=2)=O)=CC=1.[Pd].[Pd].C1(P(C2C=CC=CC=2)C2C3OC4C(=CC=CC=4P(C4C=CC=CC=4)C4C=CC=CC=4)C(C)(C)C=3C=CC=2)C=CC=CC=1. The product is [Cl:13][C:14]1[CH:19]=[C:18]([Cl:20])[CH:17]=[CH:16][C:15]=1[N:8]1[C:7]2[CH:12]=[C:3]([O:2][CH3:1])[CH:4]=[CH:5][C:6]=2[O:11][CH2:10][CH2:9]1. The yield is 0.330.